This data is from CYP1A2 inhibition data for predicting drug metabolism from PubChem BioAssay. The task is: Regression/Classification. Given a drug SMILES string, predict its absorption, distribution, metabolism, or excretion properties. Task type varies by dataset: regression for continuous measurements (e.g., permeability, clearance, half-life) or binary classification for categorical outcomes (e.g., BBB penetration, CYP inhibition). Dataset: cyp1a2_veith. (1) The drug is O=C(N/N=C/c1cccc(C(F)(F)F)c1)C1CCN(c2ncc(C(F)(F)F)cc2Cl)CC1. The result is 0 (non-inhibitor). (2) The drug is CCCc1c(-c2ccc(O)cc2)nn(-c2ccc(O)cc2)c1-c1ccc(O)cc1. The result is 1 (inhibitor). (3) The drug is O=C(O)C1CCN(c2c([N+](=O)[O-])cc(C(F)(F)F)cc2[N+](=O)[O-])CC1. The result is 0 (non-inhibitor). (4) The molecule is CC(C(=O)NC1CCCC1)N(C(=O)c1snc(C(N)=O)c1N)c1ccc2c(c1)OCCO2. The result is 0 (non-inhibitor). (5) The molecule is O.O=C(O)[C@@H](O)[C@@H](O)C(=O)O.O=C(c1ccc(F)cc1)C1CCN(CCn2c(=O)[nH]c3ccccc3c2=O)CC1. The result is 0 (non-inhibitor). (6) The drug is COC(=O)[C@@]1(Cc2ccc(OC)cc2)[C@H]2c3cc(C(=O)N(C)C)n(Cc4ccc(OC(F)(F)F)cc4)c3C[C@H]2CN1C(=O)c1ccccc1. The result is 0 (non-inhibitor).